Dataset: Forward reaction prediction with 1.9M reactions from USPTO patents (1976-2016). Task: Predict the product of the given reaction. (1) Given the reactants [F:1][C:2]1[CH:7]=[CH:6][CH:5]=[CH:4][C:3]=1[N:8]1[C:12]([C:13]2[CH:18]=[CH:17][CH:16]=[CH:15][C:14]=2[C:19]2[CH:24]=[CH:23][CH:22]=[CH:21][C:20]=2O)=[N:11][N:10]=[N:9]1.[CH2:26](C1C=CC=CC=1B(O)O)[CH3:27], predict the reaction product. The product is: [CH2:26]([C:20]1[CH:21]=[CH:22][CH:23]=[CH:24][C:19]=1[C:14]1[CH:15]=[CH:16][CH:17]=[CH:18][C:13]=1[C:12]1[N:8]([C:3]2[CH:4]=[CH:5][CH:6]=[CH:7][C:2]=2[F:1])[N:9]=[N:10][N:11]=1)[CH3:27]. (2) Given the reactants [C:1]([N:8]1[CH2:16][CH2:15][CH:11]([C:12](O)=[O:13])[CH2:10][CH2:9]1)([O:3][C:4]([CH3:7])([CH3:6])[CH3:5])=[O:2], predict the reaction product. The product is: [C:4]([O:3][C:1]([N:8]1[CH2:16][CH2:15][CH:11]([CH2:12][OH:13])[CH2:10][CH2:9]1)=[O:2])([CH3:7])([CH3:6])[CH3:5]. (3) Given the reactants [Cl:1][C:2]1[C:7]2[CH:8]=[C:9]([S:11]([NH:14][C:15]3[CH:20]=[CH:19][C:18]([CH3:21])=[CH:17][CH:16]=3)(=[O:13])=[O:12])[S:10][C:6]=2[CH:5]=[CH:4][N:3]=1.[H-].[Na+].[NH:24]1[CH2:28][CH2:27][CH:26]([OH:29])[CH2:25]1, predict the reaction product. The product is: [ClH:1].[CH3:21][C:18]1[CH:19]=[CH:20][C:15]([NH:14][S:11]([C:9]2[S:10][C:6]3[CH:5]=[CH:4][N:3]=[C:2]([O:29][CH:26]4[CH2:27][CH2:28][NH:24][CH2:25]4)[C:7]=3[CH:8]=2)(=[O:13])=[O:12])=[CH:16][CH:17]=1. (4) Given the reactants [CH3:1][C:2]([CH3:29])=[CH:3][CH2:4][CH2:5]/[C:6](/[CH3:28])=[CH:7]/[CH2:8][CH2:9][C@:10]1([CH3:27])[O:19][C:18]2[C:13](=[C:14]([OH:25])[CH:15]=[C:16]3[C:22](=[O:23])[N:21]([CH3:24])[CH2:20][C:17]3=2)[CH2:12][C@@H:11]1[OH:26].C(N(CC)C(C)C)(C)C.C[Si](C=[N+]=[N-])(C)C, predict the reaction product. The product is: [CH3:18][O:19][CH3:10].[CH3:1][C:2]([CH3:29])=[CH:3][CH2:4][CH2:5]/[C:6](/[CH3:28])=[CH:7]/[CH2:8][CH2:9][C@:10]1([CH3:27])[O:19][C:18]2[C:13](=[C:14]([OH:25])[CH:15]=[C:16]3[C:22](=[O:23])[N:21]([CH3:24])[CH2:20][C:17]3=2)[CH2:12][C@@H:11]1[OH:26]. (5) Given the reactants [C:1]([C:3]1[CH:4]=[C:5]([N:25]2[CH2:30][CH2:29][N:28]([CH2:31][CH3:32])[CH2:27][CH2:26]2)[CH:6]=[C:7]2[C:12]=1[N:11]=[CH:10][N:9]([C:13]1[CH:14]=[C:15]([CH:20]=[CH:21][C:22]=1[CH3:23])[C:16]([O:18]C)=[O:17])[C:8]2=[O:24])#[N:2].[OH-].[Na+], predict the reaction product. The product is: [C:1]([C:3]1[CH:4]=[C:5]([N:25]2[CH2:26][CH2:27][N:28]([CH2:31][CH3:32])[CH2:29][CH2:30]2)[CH:6]=[C:7]2[C:12]=1[N:11]=[CH:10][N:9]([C:13]1[CH:14]=[C:15]([CH:20]=[CH:21][C:22]=1[CH3:23])[C:16]([OH:18])=[O:17])[C:8]2=[O:24])#[N:2]. (6) Given the reactants [Br:1][C:2]1[CH:3]=[CH:4][C:5]([OH:25])=[C:6]([CH:24]=1)[C:7]([NH:9][C:10]1[CH:15]=[C:14]([C:16]([F:19])([F:18])[F:17])[CH:13]=[CH:12][C:11]=1[C:20]([F:23])([F:22])[F:21])=[O:8].[N:26]1([C:32](Cl)=[O:33])[CH2:31][CH2:30][O:29][CH2:28][CH2:27]1, predict the reaction product. The product is: [Br:1][C:2]1[CH:3]=[CH:4][C:5]([O:25][C:32]([N:26]2[CH2:31][CH2:30][O:29][CH2:28][CH2:27]2)=[O:33])=[C:6]([CH:24]=1)[C:7]([NH:9][C:10]1[CH:15]=[C:14]([C:16]([F:19])([F:18])[F:17])[CH:13]=[CH:12][C:11]=1[C:20]([F:21])([F:22])[F:23])=[O:8]. (7) The product is: [N:39]1([CH2:45][CH2:46][NH:47][C:28]([C:24]2[C:23]3[CH:31]=[CH:32][C:20]([O:19][C:16]4[CH:15]=[CH:14][N:13]=[C:12]5[CH:11]=[C:10]([C:8]([N:5]6[CH2:6][CH2:7][CH:3]([O:2][CH3:1])[CH2:4]6)=[O:9])[S:18][C:17]=45)=[CH:21][C:22]=3[O:26][C:25]=2[CH3:27])=[O:30])[CH2:44][CH2:43][O:42][CH2:41][CH2:40]1. Given the reactants [CH3:1][O:2][CH:3]1[CH2:7][CH2:6][N:5]([C:8]([C:10]2[S:18][C:17]3[C:12](=[N:13][CH:14]=[CH:15][C:16]=3[O:19][C:20]3[CH:32]=[CH:31][C:23]4[C:24]([C:28]([OH:30])=O)=[C:25]([CH3:27])[O:26][C:22]=4[CH:21]=3)[CH:11]=2)=[O:9])[CH2:4]1.C(Cl)(=O)C(Cl)=O.[N:39]1([CH2:45][CH2:46][NH2:47])[CH2:44][CH2:43][O:42][CH2:41][CH2:40]1, predict the reaction product. (8) Given the reactants [CH3:1][C:2]1([CH3:32])[CH2:11][CH:10]=[C:9]([C:12]2[CH:17]=[CH:16][CH:15]=[C:14]([CH3:18])[CH:13]=2)[C:8]2[CH:7]=[C:6]([C:19]#[C:20][C:21]3[CH:31]=[CH:30][C:24]([C:25]([O:27]CC)=[O:26])=[CH:23][CH:22]=3)[CH:5]=[CH:4][C:3]1=2.[OH-].[Na+].Cl, predict the reaction product. The product is: [CH3:1][C:2]1([CH3:32])[CH2:11][CH:10]=[C:9]([C:12]2[CH:17]=[CH:16][CH:15]=[C:14]([CH3:18])[CH:13]=2)[C:8]2[CH:7]=[C:6]([CH:19]=[CH:20][C:21]3[CH:22]=[CH:23][C:24]([C:25]([OH:27])=[O:26])=[CH:30][CH:31]=3)[CH:5]=[CH:4][C:3]1=2. (9) Given the reactants Cl[C:2]1[CH:7]=[N:6][CH:5]=[C:4]([Cl:8])[N:3]=1.[C:9]([O:13][C:14]([N:16]1[CH2:21][CH2:20][NH:19][CH2:18][CH2:17]1)=[O:15])([CH3:12])([CH3:11])[CH3:10].C(=O)([O-])[O-].[Na+].[Na+], predict the reaction product. The product is: [C:9]([O:13][C:14]([N:16]1[CH2:21][CH2:20][N:19]([C:2]2[CH:7]=[N:6][CH:5]=[C:4]([Cl:8])[N:3]=2)[CH2:18][CH2:17]1)=[O:15])([CH3:12])([CH3:10])[CH3:11]. (10) The product is: [CH3:1][C:2]1[N:7]([CH2:23][CH3:24])[C:6](=[O:8])[N:5]([CH2:9][CH2:10][CH3:11])[C:4](=[O:12])[C:3]=1[N+:13]([O-:15])=[O:14]. Given the reactants [CH3:1][C:2]1[NH:7][C:6](=[O:8])[N:5]([CH2:9][CH2:10][CH3:11])[C:4](=[O:12])[C:3]=1[N+:13]([O-:15])=[O:14].C([O-])([O-])=O.[K+].[K+].I[CH2:23][CH3:24], predict the reaction product.